This data is from Full USPTO retrosynthesis dataset with 1.9M reactions from patents (1976-2016). The task is: Predict the reactants needed to synthesize the given product. (1) Given the product [Cl:32][C:31]1[N:17]2[CH:18]=[C:19]([C:26]3[CH:30]=[CH:29][O:28][CH:27]=3)[CH:20]=[C:21]([C:22]([F:25])([F:23])[F:24])[C:16]2=[N:15][C:14]=1[C:12]([N:9]1[CH2:10][CH2:11][CH:6]([C:4]([OH:5])=[O:3])[CH2:7][CH2:8]1)=[O:13], predict the reactants needed to synthesize it. The reactants are: C([O:3][C:4]([CH:6]1[CH2:11][CH2:10][N:9]([C:12]([C:14]2[N:15]=[C:16]3[C:21]([C:22]([F:25])([F:24])[F:23])=[CH:20][C:19]([C:26]4[CH:30]=[CH:29][O:28][CH:27]=4)=[CH:18][N:17]3[C:31]=2[Cl:32])=[O:13])[CH2:8][CH2:7]1)=[O:5])C.[Li+].[OH-]. (2) The reactants are: [C:1]([O:5][C:6]([N:8]1[CH2:13][CH2:12][CH:11]([C:14]2[CH:19]=[C:18]([Cl:20])[CH:17]=[CH:16][C:15]=2[OH:21])[CH2:10][CH2:9]1)=[O:7])([CH3:4])([CH3:3])[CH3:2].C(=O)([O-])[O-].[K+].[K+].[Cl:28][C:29]1[C:30](F)=[CH:31][C:32]([F:51])=[C:33]([S:35]([N:38]([C:46]2[N:47]=[CH:48][S:49][CH:50]=2)[C:39](=[O:45])[O:40][C:41]([CH3:44])([CH3:43])[CH3:42])(=[O:37])=[O:36])[CH:34]=1.C(O)(=O)CC(CC(O)=O)(C(O)=O)O. Given the product [C:1]([O:5][C:6]([N:8]1[CH2:9][CH2:10][CH:11]([C:14]2[CH:19]=[C:18]([Cl:20])[CH:17]=[CH:16][C:15]=2[O:21][C:30]2[CH:31]=[C:32]([F:51])[C:33]([S:35]([N:38]([C:39]([O:40][C:41]([CH3:43])([CH3:42])[CH3:44])=[O:45])[C:46]3[N:47]=[CH:48][S:49][CH:50]=3)(=[O:37])=[O:36])=[CH:34][C:29]=2[Cl:28])[CH2:12][CH2:13]1)=[O:7])([CH3:4])([CH3:2])[CH3:3], predict the reactants needed to synthesize it.